From a dataset of Full USPTO retrosynthesis dataset with 1.9M reactions from patents (1976-2016). Predict the reactants needed to synthesize the given product. (1) Given the product [CH:42]1([C:34]2[N:35]3[CH:40]=[CH:39][N:38]=[C:37]([NH2:41])[C:36]3=[C:32]([C:15]3[CH:7]=[C:19]4[C:18]([C:17]([CH3:16])=[N:22][C:21]([C:25]5[CH:26]=[CH:27][CH:28]=[CH:29][CH:30]=5)=[N:20]4)=[CH:23][CH:24]=3)[N:33]=2)[CH2:45][CH2:44][CH2:43]1, predict the reactants needed to synthesize it. The reactants are: C1(N2C3N=CN=C(N)C=3[C:7]([C:15]3[CH:24]=[C:23]4[C:18]([CH:19]=[N:20][C:21]([C:25]5[CH:30]=[CH:29][CH:28]=[CH:27][CH:26]=5)=[N:22]4)=[CH:17][CH:16]=3)=C2)CCC1.Br[C:32]1[N:33]=[C:34]([CH:42]2[CH2:45][CH2:44][CH2:43]2)[N:35]2[CH:40]=[CH:39][N:38]=[C:37]([NH2:41])[C:36]=12. (2) Given the product [F:19][C:20]1[C:27]([C:28]([F:29])([F:30])[F:31])=[CH:26][CH:25]=[CH:24][C:21]=1/[CH:22]=[C:8]1/[C:9](=[O:12])[C:10]2[C:6]([CH2:7]/1)=[CH:5][C:4]([N:13]1[CH2:14][CH2:15][O:16][CH2:17][CH2:18]1)=[C:3]([O:2][CH3:1])[CH:11]=2, predict the reactants needed to synthesize it. The reactants are: [CH3:1][O:2][C:3]1[CH:11]=[C:10]2[C:6]([CH2:7][CH2:8][C:9]2=[O:12])=[CH:5][C:4]=1[N:13]1[CH2:18][CH2:17][O:16][CH2:15][CH2:14]1.[F:19][C:20]1[C:27]([C:28]([F:31])([F:30])[F:29])=[CH:26][CH:25]=[CH:24][C:21]=1[CH:22]=O.CC1C=CC(S(O)(=O)=O)=CC=1. (3) Given the product [F:41][C:2]([F:1])([F:40])[C:3]1[CH:4]=[C:5]([C:9]2([CH2:15][CH2:16][C:17]3[O:21][N:20]=[C:19]([C:22]4[CH:39]=[CH:38][C:25]([CH2:26][N:27]5[CH2:28][CH:29]([C:31]([OH:33])=[O:32])[CH2:30]5)=[CH:24][CH:23]=4)[N:18]=3)[CH2:14][CH2:13][O:12][CH2:11][CH2:10]2)[CH:6]=[CH:7][CH:8]=1, predict the reactants needed to synthesize it. The reactants are: [F:1][C:2]([F:41])([F:40])[C:3]1[CH:4]=[C:5]([C:9]2([CH2:15][CH2:16][C:17]3[O:21][N:20]=[C:19]([C:22]4[CH:39]=[CH:38][C:25]([CH2:26][N:27]5[CH2:30][CH:29]([C:31]([O:33]C(C)(C)C)=[O:32])[CH2:28]5)=[CH:24][CH:23]=4)[N:18]=3)[CH2:14][CH2:13][O:12][CH2:11][CH2:10]2)[CH:6]=[CH:7][CH:8]=1. (4) Given the product [Cl:15][CH2:2][C:3]1[S:7][C:6]([C:8]([O:10][CH2:11][CH3:12])=[O:9])=[CH:5][CH:4]=1, predict the reactants needed to synthesize it. The reactants are: O[CH2:2][C:3]1[S:7][C:6]([C:8]([O:10][CH2:11][CH3:12])=[O:9])=[CH:5][CH:4]=1.S(Cl)([Cl:15])=O.